Task: Predict the reactants needed to synthesize the given product.. Dataset: Full USPTO retrosynthesis dataset with 1.9M reactions from patents (1976-2016) (1) Given the product [CH3:32][C:7]([O:25][C:26]1[CH:27]=[CH:28][CH:29]=[CH:30][CH:31]=1)([CH2:8][C:9]1[CH:10]=[CH:11][C:12]([O:15][CH2:16][CH2:17][CH:18]2[CH2:22][N:21]([CH2:41][C:40]3[CH:43]=[CH:44][C:37]([O:36][C:35]([F:34])([F:45])[F:46])=[CH:38][CH:39]=3)[C:20](=[O:23])[N:19]2[CH3:24])=[CH:13][CH:14]=1)[C:6]([OH:5])=[O:33], predict the reactants needed to synthesize it. The reactants are: [H-].[Na+].C([O:5][C:6](=[O:33])[C:7]([CH3:32])([O:25][C:26]1[CH:31]=[CH:30][CH:29]=[CH:28][CH:27]=1)[CH2:8][C:9]1[CH:14]=[CH:13][C:12]([O:15][CH2:16][CH2:17][CH:18]2[CH2:22][NH:21][C:20](=[O:23])[N:19]2[CH3:24])=[CH:11][CH:10]=1)C.[F:34][C:35]([F:46])([F:45])[O:36][C:37]1[CH:44]=[CH:43][C:40]([CH2:41]Br)=[CH:39][CH:38]=1. (2) Given the product [N:1]1([CH2:7][CH2:8][O:9][C:10]2[CH:11]=[C:12]3[C:16](=[CH:17][CH:18]=2)[NH:15][C:14]([CH:19]=[O:20])=[CH:13]3)[CH2:6][CH2:5][O:4][CH2:3][CH2:2]1, predict the reactants needed to synthesize it. The reactants are: [N:1]1([CH2:7][CH2:8][O:9][C:10]2[CH:11]=[C:12]3[C:16](=[CH:17][CH:18]=2)[NH:15][C:14]([CH2:19][OH:20])=[CH:13]3)[CH2:6][CH2:5][O:4][CH2:3][CH2:2]1. (3) Given the product [Cl:21][C:16]1[CH:15]=[C:14]([NH:13][C:2]2[C:11]3[C:6](=[CH:7][CH:8]=[CH:9][C:10]=3[F:12])[N:5]=[CH:4][N:3]=2)[CH:19]=[CH:18][C:17]=1[OH:20], predict the reactants needed to synthesize it. The reactants are: Cl[C:2]1[C:11]2[C:6](=[CH:7][CH:8]=[CH:9][C:10]=2[F:12])[N:5]=[CH:4][N:3]=1.[NH2:13][C:14]1[CH:19]=[CH:18][C:17]([OH:20])=[C:16]([Cl:21])[CH:15]=1.O.C(OCC)(=O)C. (4) The reactants are: C[O:2][C:3]1[CH:12]=[CH:11][C:6]2[CH:7]=[C:8]([CH3:10])[O:9][C:5]=2[CH:4]=1.B(Br)(Br)Br.CNC(C1C2C=CC(O)=CC=2SC=1C)=O. Given the product [OH:2][C:3]1[CH:12]=[CH:11][C:6]2[CH:7]=[C:8]([CH3:10])[O:9][C:5]=2[CH:4]=1, predict the reactants needed to synthesize it.